Predict the product of the given reaction. From a dataset of Forward reaction prediction with 1.9M reactions from USPTO patents (1976-2016). (1) Given the reactants [CH:1]1([CH2:6][CH:7]([C:11]2[CH:16]=[CH:15][C:14]([Cl:17])=[C:13]([Cl:18])[CH:12]=2)[C:8]([OH:10])=O)[CH2:5][CH2:4][CH2:3][CH2:2]1.F[P-](F)(F)(F)(F)F.N1(OC(N(C)C)=[N+](C)C)C2C=CC=CC=2N=N1.C(N(CC)C(C)C)(C)C.[NH2:52][C:53]1[N:54]=[N:55][CH:56]=[CH:57][CH:58]=1, predict the reaction product. The product is: [CH:1]1([CH2:6][CH:7]([C:11]2[CH:16]=[CH:15][C:14]([Cl:17])=[C:13]([Cl:18])[CH:12]=2)[C:8]([NH:52][C:53]2[N:54]=[N:55][CH:56]=[CH:57][CH:58]=2)=[O:10])[CH2:2][CH2:3][CH2:4][CH2:5]1. (2) Given the reactants [Cl:1][C:2]1[CH:3]=[C:4]2[C:8](=[C:9]([Cl:11])[CH:10]=1)[N:7]([C:12]1[C:17]([CH:18]=[O:19])=[C:16]([NH:20][CH:21]([CH2:24][CH3:25])[CH2:22][CH3:23])[N:15]=[C:14]([CH3:26])[N:13]=1)[CH2:6][CH2:5]2.[BH4-].[Na+], predict the reaction product. The product is: [Cl:1][C:2]1[CH:3]=[C:4]2[C:8](=[C:9]([Cl:11])[CH:10]=1)[N:7]([C:12]1[C:17]([CH2:18][OH:19])=[C:16]([NH:20][CH:21]([CH2:24][CH3:25])[CH2:22][CH3:23])[N:15]=[C:14]([CH3:26])[N:13]=1)[CH2:6][CH2:5]2.